From a dataset of Forward reaction prediction with 1.9M reactions from USPTO patents (1976-2016). Predict the product of the given reaction. Given the reactants [C:1]([OH:9])(=O)[C:2]1[CH:7]=[CH:6][CH:5]=[CH:4][CH:3]=1.Cl.CN(C)CCCN=C=NCC.C1C=CC2N(O)N=NC=2C=1.[NH2:32][CH:33]1[CH2:38][CH2:37][CH2:36][N:35]([C:39]([O:41][C:42]([CH3:45])([CH3:44])[CH3:43])=[O:40])[CH2:34]1, predict the reaction product. The product is: [C:1]([NH:32][CH:33]1[CH2:38][CH2:37][CH2:36][N:35]([C:39]([O:41][C:42]([CH3:45])([CH3:44])[CH3:43])=[O:40])[CH2:34]1)(=[O:9])[C:2]1[CH:3]=[CH:4][CH:5]=[CH:6][CH:7]=1.